The task is: Predict the reactants needed to synthesize the given product.. This data is from Full USPTO retrosynthesis dataset with 1.9M reactions from patents (1976-2016). (1) Given the product [F:7][C:8]1[C:18]2[CH2:17][CH2:16][CH2:15][C:14](=[O:19])[N:13]([CH:23]=[CH2:24])[C:12]=2[C:11]([F:20])=[CH:10][C:9]=1[F:21], predict the reactants needed to synthesize it. The reactants are: C(=O)([O-])[O-].[K+].[K+].[F:7][C:8]1[C:18]2[CH2:17][CH:16]=[CH:15][C:14](=[O:19])[NH:13][C:12]=2[C:11]([F:20])=[CH:10][C:9]=1[F:21].Br[C:23]1C(F)=C(F)C=C(F)[C:24]=1N.CNCCNC.C(Br)=C. (2) Given the product [CH3:20][C:17]1[CH:18]=[CH:19][C:14]2[O:13][C:12](=[O:21])[N:11]([CH2:10][C:9]([OH:22])=[O:8])[C:15]=2[CH:16]=1, predict the reactants needed to synthesize it. The reactants are: C([O:8][C:9](=[O:22])[CH2:10][N:11]1[C:15]2[CH:16]=[C:17]([CH3:20])[CH:18]=[CH:19][C:14]=2[O:13][C:12]1=[O:21])C1C=CC=CC=1. (3) Given the product [ClH:13].[Cl:13][C:11]1[C:12]2[N:4]([C:1](=[O:3])[CH3:2])[CH2:5][C@@H:6]3[CH2:17][NH:16][CH2:15][CH2:14][C:8]([C:7]=23)=[CH:9][CH:10]=1, predict the reactants needed to synthesize it. The reactants are: [C:1]([N:4]1[C:12]2[C:11]([Cl:13])=[CH:10][CH:9]=[C:8]3[CH2:14][CH2:15][N:16](C(OC(C)(C)C)=O)[CH2:17][C@H:6]([C:7]=23)[CH2:5]1)(=[O:3])[CH3:2].Cl.C(OCC)(=O)C. (4) Given the product [C:5](=[O:6])([OH:7])[NH2:10].[NH2:10][C@H:13]([C:14]([O:16][CH2:17][CH2:18][CH2:19][CH2:20][CH2:21][CH3:22])=[O:15])[CH2:23][C:24]([O:26][CH2:27][CH2:28][CH2:29][CH2:30][CH2:31][CH3:32])=[O:25], predict the reactants needed to synthesize it. The reactants are: N(C[C:5]([O:7]CC)=[O:6])=C=O.[N:10]([CH:13]([CH2:23][C:24]([O:26][CH2:27][CH2:28][CH2:29][CH2:30][CH2:31][CH3:32])=[O:25])[C:14]([O:16][CH2:17][CH2:18][CH2:19][CH2:20][CH2:21][CH3:22])=[O:15])=C=O. (5) Given the product [F:34][C:33]([F:36])([F:35])[C:4]([OH:5])=[O:38].[N:6]1([CH2:10][C:11]2[CH:19]=[CH:18][CH:17]=[C:16]3[C:12]=2[CH:13]=[CH:14][N:15]3[S:29]([C:26]2[CH:27]=[CH:28][C:23]([Br:22])=[CH:24][C:25]=2[C:33]([F:36])([F:34])[F:35])(=[O:31])=[O:30])[CH2:9][CH2:8][CH2:7]1, predict the reactants needed to synthesize it. The reactants are: CN([CH:4]=[O:5])C.[N:6]1([CH2:10][C:11]2[CH:19]=[CH:18][CH:17]=[C:16]3[C:12]=2[CH:13]=[CH:14][NH:15]3)[CH2:9][CH2:8][CH2:7]1.[H-].[Na+].[Br:22][C:23]1[CH:28]=[CH:27][C:26]([S:29](Cl)(=[O:31])=[O:30])=[C:25]([C:33]([F:36])([F:35])[F:34])[CH:24]=1.C[OH:38]. (6) Given the product [CH3:15][N:14]([CH3:16])[C:12]1[C:11]([C:17]([F:18])([F:19])[F:20])=[CH:10][C:9]2[NH:21][C:28](=[O:44])[CH2:29][C:30]([C:31]3[CH:36]=[CH:35][CH:34]=[C:33]([C:37]4[CH:42]=[CH:41][N:40]=[CH:39][N:38]=4)[CH:32]=3)=[N:7][C:8]=2[CH:13]=1, predict the reactants needed to synthesize it. The reactants are: C(OC(=O)[NH:7][C:8]1[CH:13]=[C:12]([N:14]([CH3:16])[CH3:15])[C:11]([C:17]([F:20])([F:19])[F:18])=[CH:10][C:9]=1[NH2:21])(C)(C)C.C(O[C:28](=[O:44])[CH2:29][C:30](=O)[C:31]1[CH:36]=[CH:35][CH:34]=[C:33]([C:37]2[CH:42]=[CH:41][N:40]=[CH:39][N:38]=2)[CH:32]=1)(C)(C)C. (7) Given the product [CH3:1][C:2]1[C:6]([CH2:7][N:8]2[CH:12]=[C:11]([N:13]3[C:17](=[O:18])[CH2:16][N:15]([CH2:22][C:23]4[CH:27]=[CH:26][N:25]([CH3:28])[N:24]=4)[C:14]3=[O:19])[CH:10]=[N:9]2)=[C:5]([CH3:20])[O:4][N:3]=1, predict the reactants needed to synthesize it. The reactants are: [CH3:1][C:2]1[C:6]([CH2:7][N:8]2[CH:12]=[C:11]([N:13]3[C:17](=[O:18])[CH2:16][NH:15][C:14]3=[O:19])[CH:10]=[N:9]2)=[C:5]([CH3:20])[O:4][N:3]=1.Br[CH2:22][C:23]1[CH:27]=[CH:26][N:25]([CH3:28])[N:24]=1.